From a dataset of Drug-target binding data from BindingDB using Ki measurements. Regression. Given a target protein amino acid sequence and a drug SMILES string, predict the binding affinity score between them. We predict pKi (pKi = -log10(Ki in M); higher means stronger inhibition). Dataset: bindingdb_ki. (1) The drug is OC1(c2ccc(Cl)cc2)c2ccc3ccccc3c2C2=NCCCN21. The target protein (Q01959) has sequence MSKSKCSVGLMSSVVAPAKEPNAVGPKEVELILVKEQNGVQLTSSTLTNPRQSPVEAQDRETWGKKIDFLLSVIGFAVDLANVWRFPYLCYKNGGGAFLVPYLLFMVIAGMPLFYMELALGQFNREGAAGVWKICPILKGVGFTVILISLYVGFFYNVIIAWALHYLFSSFTTELPWIHCNNSWNSPNCSDAHPGDSSGDSSGLNDTFGTTPAAEYFERGVLHLHQSHGIDDLGPPRWQLTACLVLVIVLLYFSLWKGVKTSGKVVWITATMPYVVLTALLLRGVTLPGAIDGIRAYLSVDFYRLCEASVWIDAATQVCFSLGVGFGVLIAFSSYNKFTNNCYRDAIVTTSINSLTSFSSGFVVFSFLGYMAQKHSVPIGDVAKDGPGLIFIIYPEAIATLPLSSAWAVVFFIMLLTLGIDSAMGGMESVITGLIDEFQLLHRHRELFTLFIVLATFLLSLFCVTNGGIYVFTLLDHFAAGTSILFGVLIEAIGVAWFYG.... The pKi is 8.7. (2) The small molecule is CNC(N)=NCCC[C@H](NC(=O)[C@H](CC(C)C)NC(=O)NNC(=O)[C@H](Cc1ccccc1)NC(=O)[C@H](CO)NC(=O)[C@H](CC(N)=O)NC(=O)[C@H](Cc1ccccc1)NC(=O)[C@H](N)Cc1ccc(O)cc1)C(=O)N[C@@H](Cc1ccccc1)C(N)=O. The target protein sequence is MHTVATSGPNASWGAPANASGCPGCGANASDGPVPSPRAVDAWLVPLFFAALMLLGLVGNSLVIYVICRHKPMRTVTNFYIANLAATDVTFLLCCVPFTALLYPLPGWVLGDFMCKFVNYIQQVSVQATCATLTAMSVDRWYVTVFPLRALHRRTPRLALAVSLSIWVGSAAVSAPVLALHRLSPGPRAYCSEAFPSRALERAFALYNLLALYLLPLLATCACYAAMLRHLGRVAVRPAPADSALQGQVLAERAGAVRAKVSRLVAAVVLLFAACWGPIQLFLVLQALGPAGSWHPRSYAAYALKTWAHCMSYSNSALNPLLYAFLGSHFRQAFRRVCPCAPRRPRRPRRPGPSDPAAPHAELLRLGSHPAPARAQKPGSSGLAARGLCVLGEDNAPL. The pKi is 9.7. (3) The compound is C[C@H]1[C@H](NC(=O)/C(=N\OC(C)(C)C(=O)O)c2csc(N)n2)C(=O)N1S(=O)(=O)O. The target protein sequence is MNVITKCVFTASALLMLGLSSFVVSAQSPLLKEQIETIVTGKKATVGVAVWGPDDLEPLLLNPFEKFPMQSVFKLHLAMLVLHQVDQGKLDLNQSVTVNRAAVLQNTWSPMMKDHQGDEFTVAVQQLLQYSVSHSDNVACDLLFELVGGPQALHAYIQSLGVKEAAVVANEAQMHADDQVQYQNWTSMKAAAQVLQKFEQKKQLSETSQALLWKWMVETTTGPQRLKGLLPAGTIVAHKTGTSGVRAGKTAATNDAGVIMLPDGRPLLVAVFVKDSAESERTNEAIIAQVAQAAYQFELKKLSAVSPD. The pKi is 5.7. (4) The drug is C[C@H](NP(=O)(O)OC[C@H]1OC(n2ccc(N)nc2=O)[C@H](O)[C@@H]1O)C(=O)O. The target protein (Q02734) has sequence MGLLVFVRNLLLALCLFLVLGFLYYSAWKLHLLQWEDSNSLILSLDSAGQTLGTEYDRLGFLLKLDSKLPAELATKYANFSEGACKPGYASAMMTAIFPRFSKPAPMFLDDSFRKWARIREFVPPFGIKGQDNLIKAILSVTKEYRLTPALDSLHCRRCIIVGNGGVLANKSLGSRIDDYDIVIRLNSAPVKGFEKDVGSKTTLRITYPEGAMQRPEQYERDSLFVLAGFKWQDFKWLKYIVYKERVSASDGFWKSVATRVPKEPPEIRILNPYFIQEAAFTLIGLPFNNGLMGRGNIPTLGSVAVTMALDGCDEVAVAGFGYDMNTPNAPLHYYETVRMAAIKESWTHNIQREKEFLRKLVKARVITDLSSGI. The pKi is 2.6. (5) The compound is Nc1c(F)cc(S(N)(=O)=O)cc1Cl. The target protein sequence is MPLFSFEGRSPRIDPTAFVAPTATLIGDVTIEAGASVWFNAVLRGDYAPVVVREGANVQDGAVLHAPPGIPVDIGPGATVAHLCVIHGVHVGSEALIANHATVLDGAVIGARCMIAAGALVVAGTQIPAGMLVTGAPAKVKGPIEGTGAEMWVNVNPQAYRDLAARHLAGLEPM. The pKi is 5.5. (6) The compound is Nc1ccc2ccc(CCNCCc3cccc(Cl)c3)cc2n1. The target protein (P47898) has sequence MDLPVNLTSFSLSTPSPLETNHSLGKDDLRPSSPLLSVFGVLILTLLGFLVAATFAWNLLVLATILRVRTFHRVPHNLVASMAVSDVLVAALVMPLSLVHELSGRRWQLGRRLCQLWIACDVLCCTASIWNVTAIALDRYWSITRHMEYTLRTRKCVSNVMIALTWALSAVISLAPLLFGWGETYSEGSEECQVSREPSYAVFSTVGAFYLPLCVVLFVYWKIYKAAKFRVGSRKTNSVSPISEAVEVKDSAKQPQMVFTVRHATVTFQPEGDTWREQKEQRAALMVGILIGVFVLCWIPFFLTELISPLCSCDIPAIWKSIFLWLGYSNSFFNPLIYTAFNKNYNSAFKNFFSRQH. The pKi is 7.0.